This data is from Catalyst prediction with 721,799 reactions and 888 catalyst types from USPTO. The task is: Predict which catalyst facilitates the given reaction. (1) The catalyst class is: 14. Reactant: [CH3:1][CH:2]([CH3:8])[C:3](=O)[CH2:4][C:5]#[N:6].O.[NH2:10][NH2:11]. Product: [CH:2]([C:3]1[CH:4]=[C:5]([NH2:6])[NH:10][N:11]=1)([CH3:8])[CH3:1]. (2) Reactant: C([BH3-])#N.[Na+].[CH3:5][O:6][C:7]1[CH:12]=[CH:11][CH:10]=[C:9]([NH2:13])[CH:8]=1.[CH3:14][C:15]([CH3:17])=O.C(O)(=O)C. Product: [CH:15]([NH:13][C:9]1[CH:10]=[CH:11][CH:12]=[C:7]([O:6][CH3:5])[CH:8]=1)([CH3:17])[CH3:14]. The catalyst class is: 100. (3) Reactant: [C:1]1([N:7]2[C:12](=[O:13])[C:11]3[S:14][CH:15]=[C:16]([C:17]4[CH:22]=[CH:21][CH:20]=[CH:19][CH:18]=4)[C:10]=3[N:9]=[CH:8]2)[CH:6]=[CH:5][CH:4]=[CH:3][CH:2]=1.NC1C(C2C=CC=CC=2)=CSC=1C(OC)=O.C(OCC)(OCC)OCC.[F:49]C1C=CC(N)=CC=1. Product: [F:49][C:4]1[CH:5]=[CH:6][C:1]([N:7]2[C:12](=[O:13])[C:11]3[S:14][CH:15]=[C:16]([C:17]4[CH:18]=[CH:19][CH:20]=[CH:21][CH:22]=4)[C:10]=3[N:9]=[CH:8]2)=[CH:2][CH:3]=1. The catalyst class is: 15. (4) Reactant: [Si:1]([O:8][C@H:9]([CH2:60][O:61][Si:62]([C:65]([CH3:68])([CH3:67])[CH3:66])([CH3:64])[CH3:63])[CH2:10][C@H:11]1[O:15][C@@H:14]([CH2:16][C@@H:17]2[C:22](=[CH2:23])[C@H:21]([CH3:24])[CH2:20][C@H:19]([CH2:25][CH2:26][C@H:27]3[C:31](=[CH2:32])[CH2:30][C@H:29]([CH2:33][CH2:34][CH2:35][O:36][Si:37]([CH2:42][CH3:43])([CH2:40][CH3:41])[CH2:38][CH3:39])[O:28]3)[O:18]2)[C@H:13]([C@H:44](S(C2C=CC=CC=2)(=O)=O)[C:45]([O:47][CH3:48])=[O:46])[C@H:12]1[O:58][CH3:59])([C:4]([CH3:7])([CH3:6])[CH3:5])([CH3:3])[CH3:2].[Mg].N1C=CN=C1.Cl[Si](CC)(CC)CC. Product: [Si:1]([O:8][C@H:9]([CH2:60][O:61][Si:62]([C:65]([CH3:67])([CH3:68])[CH3:66])([CH3:63])[CH3:64])[CH2:10][C@H:11]1[O:15][C@@H:14]([CH2:16][C@@H:17]2[C:22](=[CH2:23])[C@H:21]([CH3:24])[CH2:20][C@H:19]([CH2:25][CH2:26][C@H:27]3[C:31](=[CH2:32])[CH2:30][C@H:29]([CH2:33][CH2:34][CH2:35][O:36][Si:37]([CH2:40][CH3:41])([CH2:38][CH3:39])[CH2:42][CH3:43])[O:28]3)[O:18]2)[C@H:13]([CH2:44][C:45]([O:47][CH3:48])=[O:46])[C@H:12]1[O:58][CH3:59])([C:4]([CH3:6])([CH3:5])[CH3:7])([CH3:2])[CH3:3]. The catalyst class is: 5. (5) Reactant: [Cl:1][C:2]1[CH:7]=[C:6]([OH:8])[CH:5]=[CH:4][C:3]=1[C:9]1[CH:14]=[CH:13][CH:12]=[C:11]([CH2:15][O:16][C:17]2[CH:22]=[CH:21][C:20]([C:23]3([CH2:27][C:28]([O:30][CH2:31][CH3:32])=[O:29])[CH2:26][O:25][CH2:24]3)=[CH:19][CH:18]=2)[CH:10]=1.[O:33]1[CH2:38][CH2:37][CH:36]([CH2:39]OS(C2C=CC(C)=CC=2)(=O)=O)[CH2:35][CH2:34]1.C(=O)([O-])[O-].[Cs+].[Cs+]. Product: [Cl:1][C:2]1[CH:7]=[C:6]([O:8][CH2:39][CH:36]2[CH2:37][CH2:38][O:33][CH2:34][CH2:35]2)[CH:5]=[CH:4][C:3]=1[C:9]1[CH:14]=[CH:13][CH:12]=[C:11]([CH2:15][O:16][C:17]2[CH:22]=[CH:21][C:20]([C:23]3([CH2:27][C:28]([O:30][CH2:31][CH3:32])=[O:29])[CH2:24][O:25][CH2:26]3)=[CH:19][CH:18]=2)[CH:10]=1. The catalyst class is: 3.